This data is from Full USPTO retrosynthesis dataset with 1.9M reactions from patents (1976-2016). The task is: Predict the reactants needed to synthesize the given product. (1) Given the product [N:7]1([CH:3]([C:14]2[CH:15]=[CH:16][S:12][CH:13]=2)[C:2]([OH:6])=[O:5])[CH2:11][CH2:10][CH2:9][CH2:8]1, predict the reactants needed to synthesize it. The reactants are: O.[C:2]([OH:6])(=[O:5])[CH:3]=O.[NH:7]1[CH2:11][CH2:10][CH2:9][CH2:8]1.[S:12]1[CH:16]=[CH:15][C:14](B(O)O)=[CH:13]1. (2) Given the product [F:1][C:2]1[CH:10]=[C:9]([F:11])[C:8]([I:12])=[CH:7][C:3]=1[C:4]([OH:6])=[O:5], predict the reactants needed to synthesize it. The reactants are: [F:1][C:2]1[CH:10]=[C:9]([F:11])[CH:8]=[CH:7][C:3]=1[C:4]([OH:6])=[O:5].[I:12]N1C(=O)CCC1=O.S([O-])([O-])(=O)=S.[Na+].[Na+]. (3) Given the product [CH:13]([C:16]1[CH:20]=[C:19]([C:21]([O:23][CH2:24][CH3:25])=[O:22])[N:18]([C:8]2[CH:7]=[CH:6][C:5]3[N:4]([CH:3]=[CH:2][N:1]=3)[CH:9]=2)[N:17]=1)([CH3:15])[CH3:14], predict the reactants needed to synthesize it. The reactants are: [N:1]1[CH:2]=[CH:3][N:4]2[CH:9]=[C:8](B(O)O)[CH:7]=[CH:6][C:5]=12.[CH:13]([C:16]1[CH:20]=[C:19]([C:21]([O:23][CH2:24][CH3:25])=[O:22])[NH:18][N:17]=1)([CH3:15])[CH3:14]. (4) The reactants are: [CH3:1][Mg]Br.[Br:4][C:5]1[CH:6]=[C:7]([N:16]([CH3:18])[CH3:17])[C:8]([O:14][CH3:15])=[C:9]([C:11](=[O:13])[CH3:12])[CH:10]=1.[Cl-].[NH4+]. Given the product [Br:4][C:5]1[CH:6]=[C:7]([N:16]([CH3:18])[CH3:17])[C:8]([O:14][CH3:15])=[C:9]([C:11]([OH:13])([CH3:1])[CH3:12])[CH:10]=1, predict the reactants needed to synthesize it. (5) Given the product [CH3:1][N:2]([CH2:18][C:15]1[CH:16]=[CH:17][C:12]([C:11]([O:10][CH3:9])=[O:20])=[CH:13][CH:14]=1)[C:3]1[CH:8]=[CH:7][CH:6]=[CH:5][N:4]=1, predict the reactants needed to synthesize it. The reactants are: [CH3:1][NH:2][C:3]1[CH:8]=[CH:7][CH:6]=[CH:5][N:4]=1.[CH3:9][O:10][C:11](=[O:20])[C:12]1[CH:17]=[CH:16][C:15]([CH:18]=O)=[CH:14][CH:13]=1.C([Sn](Cl)(Cl)CCCC)CCC.C1([SiH3])C=CC=CC=1. (6) Given the product [CH3:6][C:2]([C:7]1[CH:16]=[CH:15][C:14]2[C:13]([CH3:18])([CH3:17])[CH2:12][CH2:11][C:10]([CH3:20])([CH3:19])[C:9]=2[CH:8]=1)([CH3:1])[CH2:3][OH:4], predict the reactants needed to synthesize it. The reactants are: [CH3:1][C:2]([C:7]1[CH:16]=[CH:15][C:14]2[C:13]([CH3:18])([CH3:17])[CH2:12][CH2:11][C:10]([CH3:20])([CH3:19])[C:9]=2[CH:8]=1)([CH3:6])[C:3](O)=[O:4].[H-].[Al+3].[Li+].[H-].[H-].[H-]. (7) Given the product [Cl:1][C:2]1[N:3]=[C:4]([O:21][C:17]2[CH:18]=[CH:19][CH:20]=[C:15]([N+:12]([O-:14])=[O:13])[CH:16]=2)[C:5]2[S:10][CH:9]=[CH:8][C:6]=2[N:7]=1, predict the reactants needed to synthesize it. The reactants are: [Cl:1][C:2]1[N:3]=[C:4](Cl)[C:5]2[S:10][CH:9]=[CH:8][C:6]=2[N:7]=1.[N+:12]([C:15]1[CH:16]=[C:17]([OH:21])[CH:18]=[CH:19][CH:20]=1)([O-:14])=[O:13].C(=O)([O-])[O-].[Cs+].[Cs+]. (8) Given the product [F:31][C:24]1[C:25]2[C:30](=[CH:29][CH:28]=[CH:27][CH:26]=2)[C:21]([C@H:19]([NH:18][C@H:15]2[CH2:16][CH2:17][C@@H:13]([C:10]3[CH:11]=[CH:12][C:7]([O:6][CH2:5][C:4]([OH:32])=[O:3])=[CH:8][CH:9]=3)[CH2:14]2)[CH3:20])=[CH:22][CH:23]=1, predict the reactants needed to synthesize it. The reactants are: C([O:3][C:4](=[O:32])[CH2:5][O:6][C:7]1[CH:12]=[CH:11][C:10]([C@@H:13]2[CH2:17][CH2:16][C@H:15]([NH:18][C@@H:19]([C:21]3[C:30]4[C:25](=[CH:26][CH:27]=[CH:28][CH:29]=4)[C:24]([F:31])=[CH:23][CH:22]=3)[CH3:20])[CH2:14]2)=[CH:9][CH:8]=1)C.[OH-].[Na+].Cl.